From a dataset of Reaction yield outcomes from USPTO patents with 853,638 reactions. Predict the reaction yield, written as a fraction of the theoretical maximum amount of product (1.0 means a 100% yield; for example, 0.34 means a 34% yield). (1) The reactants are [CH3:1][N:2]1[C:7](=[O:8])[CH:6]=[C:5]([C:9]2[CH:14]=[CH:13][N:12]=[CH:11][N:10]=2)[N:4]=[C:3]1[O:15][CH:16]1[CH2:21][CH2:20][N:19]([C:22]2[CH:23]=[CH:24][C:25]3[N:30](COCC[Si](C)(C)C)[C:29](=[O:39])[O:28][CH2:27][C:26]=3[CH:40]=2)[CH2:18][CH2:17]1.Cl.O.C(=O)([O-])O.[Na+]. The catalyst is O1CCCC1. The product is [CH3:1][N:2]1[C:7](=[O:8])[CH:6]=[C:5]([C:9]2[CH:14]=[CH:13][N:12]=[CH:11][N:10]=2)[N:4]=[C:3]1[O:15][CH:16]1[CH2:21][CH2:20][N:19]([C:22]2[CH:23]=[CH:24][C:25]3[NH:30][C:29](=[O:39])[O:28][CH2:27][C:26]=3[CH:40]=2)[CH2:18][CH2:17]1. The yield is 0.380. (2) The reactants are [NH2:1][C:2]([NH2:4])=[S:3].[N+:5]([C:8]1[CH:13]=[CH:12][C:11]([CH2:14][Br:15])=[CH:10][CH:9]=1)([O-:7])=[O:6].[Br-]. The catalyst is CC(C)=O. The product is [BrH:15].[N+:5]([C:8]1[CH:13]=[CH:12][C:11]([CH2:14][S:3][C:2](=[NH:4])[NH2:1])=[CH:10][CH:9]=1)([O-:7])=[O:6]. The yield is 0.930. (3) The reactants are [C:1]([O:4][C@H:5]([CH2:9][C:10]1[CH:15]=[CH:14][CH:13]=[CH:12][CH:11]=1)[C:6](O)=[O:7])(=[O:3])[CH3:2].N1C=CC=CC=1.N1C(F)=NC(F)=NC=1[F:24]. The catalyst is C(Cl)Cl. The product is [C:1]([O:4][C@H:5]([CH2:9][C:10]1[CH:15]=[CH:14][CH:13]=[CH:12][CH:11]=1)[C:6]([F:24])=[O:7])(=[O:3])[CH3:2]. The yield is 0.880. (4) The reactants are [Cl:1][C:2]1[C:3]([NH:11][C:12]2[CH:16]=[C:15]([CH:17]3[CH2:19][CH2:18]3)[NH:14][N:13]=2)=[N:4][C:5]([C:8](=[S:10])[NH2:9])=[N:6][CH:7]=1.Cl[CH:21]([C:25](=O)[CH3:26])[C:22](=[O:24])[CH3:23].CCN(CC)CC. The catalyst is CCO. The product is [Cl:1][C:2]1[C:3]([NH:11][C:12]2[CH:16]=[C:15]([CH:17]3[CH2:18][CH2:19]3)[NH:14][N:13]=2)=[N:4][C:5]([C:8]2[S:10][C:21]([C:22](=[O:24])[CH3:23])=[C:25]([CH3:26])[N:9]=2)=[N:6][CH:7]=1. The yield is 0.200. (5) The yield is 0.840. The reactants are [NH:1]1[C:9]2[CH2:8][CH2:7][CH2:6][CH2:5][C:4]=2[C:3]([C:10]([OH:12])=[O:11])=[N:2]1.[Br:13][C:14]1[CH:21]=[C:20](F)[CH:19]=[CH:18][C:15]=1[C:16]#[N:17]. No catalyst specified. The product is [Br:13][C:14]1[CH:21]=[C:20]([N:1]2[C:9]3[CH2:8][CH2:7][CH2:6][CH2:5][C:4]=3[C:3]([C:10]([OH:12])=[O:11])=[N:2]2)[CH:19]=[CH:18][C:15]=1[C:16]#[N:17]. (6) The reactants are [C:1]([NH:8][CH2:9][CH2:10][C:11]1[CH:17]=[CH:16][C:14]([NH2:15])=[CH:13][CH:12]=1)([O:3][C:4]([CH3:7])([CH3:6])[CH3:5])=[O:2].[C:18]1([C:24]([CH:26]=O)=[O:25])[CH:23]=[CH:22][CH:21]=[CH:20][CH:19]=1.[BH3-]C#N.[Na+]. The catalyst is CO. The product is [C:18]1([CH:24]([OH:25])[CH2:26][NH:15][C:14]2[CH:16]=[CH:17][C:11]([CH2:10][CH2:9][NH:8][C:1]([O:3][C:4]([CH3:6])([CH3:7])[CH3:5])=[O:2])=[CH:12][CH:13]=2)[CH:23]=[CH:22][CH:21]=[CH:20][CH:19]=1. The yield is 0.910. (7) The reactants are [OH:1][C:2]1[CH:9]=[CH:8][C:5]([C:6]#[N:7])=[CH:4][CH:3]=1.[I:10]I. The catalyst is [NH4+].[OH-].O. The product is [OH:1][C:2]1[CH:9]=[CH:8][C:5]([C:6]#[N:7])=[CH:4][C:3]=1[I:10]. The yield is 0.800.